From a dataset of Catalyst prediction with 721,799 reactions and 888 catalyst types from USPTO. Predict which catalyst facilitates the given reaction. (1) Reactant: [C:1]1([S:7][CH2:8][CH2:9][CH2:10][CH2:11][CH2:12][C:13]([O:15]C(C)(C)C)=[O:14])[CH:6]=[CH:5][CH:4]=[CH:3][CH:2]=1.C(O)(C(F)(F)F)=O.[Na+].[Cl-]. Product: [C:1]1([S:7][CH2:8][CH2:9][CH2:10][CH2:11][CH2:12][C:13]([OH:15])=[O:14])[CH:6]=[CH:5][CH:4]=[CH:3][CH:2]=1. The catalyst class is: 2. (2) Reactant: [CH3:1][O:2][C:3](=[O:15])[C:4]1[CH:9]=[C:8]([Cl:10])[CH:7]=[C:6]([N+:11]([O-])=O)[C:5]=1[OH:14].C(O)(=O)C. Product: [CH3:1][O:2][C:3](=[O:15])[C:4]1[CH:9]=[C:8]([Cl:10])[CH:7]=[C:6]([NH2:11])[C:5]=1[OH:14]. The catalyst class is: 415. (3) The catalyst class is: 7. Reactant: [F:1][C:2]1[CH:7]=[CH:6][CH:5]=[CH:4][C:3]=1[N:8]1[CH:12]=[CH:11][C:10]([NH2:13])=[N:9]1.[F:14]N(S(C1C=CC=CC=1)(=O)=O)S(C1C=CC=CC=1)(=O)=O.CO. Product: [F:14][C:11]1[C:10]([NH2:13])=[N:9][N:8]([C:3]2[CH:4]=[CH:5][CH:6]=[CH:7][C:2]=2[F:1])[CH:12]=1. (4) Reactant: C(C1[N:12]=[CH:11][CH:10]=[C:9]2[C:4]=1[CH:5]=[C:6]([C:28]1[CH:33]=[CH:32][CH:31]=[CH:30][CH:29]=1)[C:7]([C:13]1[CH:27]=[CH:26][C:16]([CH2:17][NH:18][C:19](=[O:25])[O:20][C:21]([CH3:24])([CH3:23])[CH3:22])=[CH:15][CH:14]=1)=[N:8]2)#N.C(=O)=O.[CH3:37][C:38]([CH3:40])=[O:39].C[Mg]Br. Product: [C:38]([C:40]1[N:12]=[CH:11][CH:10]=[C:9]2[C:4]=1[CH:5]=[C:6]([C:28]1[CH:29]=[CH:30][CH:31]=[CH:32][CH:33]=1)[C:7]([C:13]1[CH:14]=[CH:15][C:16]([CH2:17][NH:18][C:19](=[O:25])[O:20][C:21]([CH3:24])([CH3:23])[CH3:22])=[CH:26][CH:27]=1)=[N:8]2)(=[O:39])[CH3:37]. The catalyst class is: 1. (5) Reactant: C([SiH2][O:6][C:7](C)(C)[C@@H:8]1[CH2:13][CH2:12][C@H:11]([N:14]2[CH2:18][CH2:17][CH:16]([CH2:19][C:20]3[CH:25]=[CH:24][C:23]([Cl:26])=[CH:22][C:21]=3[Cl:27])[C:15]2=[O:28])[CH2:10][CH2:9]1)(C)(C)C.CCCC[N+](CCCC)(CCCC)CCCC.[F-]. Product: [Cl:27][C:21]1[CH:22]=[C:23]([Cl:26])[CH:24]=[CH:25][C:20]=1[CH2:19][CH:16]1[CH2:17][CH2:18][N:14]([C@H:11]2[CH2:10][CH2:9][C@@H:8]([CH2:7][OH:6])[CH2:13][CH2:12]2)[C:15]1=[O:28]. The catalyst class is: 1.